This data is from Forward reaction prediction with 1.9M reactions from USPTO patents (1976-2016). The task is: Predict the product of the given reaction. (1) Given the reactants [N:1]1([C:7]2[N:12]=[CH:11][C:10]([NH:13]C(C3SC4C=CC=C(Cl)C=4C=3)=O)=[CH:9][CH:8]=2)[CH2:6][CH2:5][NH:4][CH2:3][CH2:2]1.[Cl:26][C:27]1[CH:28]=[C:29]2[C:33](=[CH:34][CH:35]=1)[N:32]([CH2:36][CH3:37])[C:31]([C:38]([OH:40])=O)=[CH:30]2.C(OC(N1CCN(C2C=CC(N)=CN=2)CC1)=O)(C)(C)C, predict the reaction product. The product is: [N:1]1([C:7]2[N:12]=[CH:11][C:10]([NH:13][C:38]([C:31]3[N:32]([CH2:36][CH3:37])[C:33]4[C:29]([CH:30]=3)=[CH:28][C:27]([Cl:26])=[CH:35][CH:34]=4)=[O:40])=[CH:9][CH:8]=2)[CH2:6][CH2:5][NH:4][CH2:3][CH2:2]1. (2) Given the reactants Br[C:2]1[N:7]=[C:6]([N:8]2[CH2:13][CH2:12][N:11]([C:14]([O:16][C:17]([CH3:20])([CH3:19])[CH3:18])=[O:15])[CH2:10][CH2:9]2)[CH:5]=[CH:4][CH:3]=1.[C:21]1(B(O)O)[CH:26]=[CH:25][CH:24]=[CH:23][CH:22]=1.C(=O)([O-])[O-].[Na+].[Na+], predict the reaction product. The product is: [C:21]1([C:2]2[N:7]=[C:6]([N:8]3[CH2:13][CH2:12][N:11]([C:14]([O:16][C:17]([CH3:20])([CH3:19])[CH3:18])=[O:15])[CH2:10][CH2:9]3)[CH:5]=[CH:4][CH:3]=2)[CH:26]=[CH:25][CH:24]=[CH:23][CH:22]=1. (3) Given the reactants [CH3:1][NH:2][S:3]([C:6]1[CH:7]=[C:8]2[C:12](=[CH:13][CH:14]=1)[NH:11][C:10](=[O:15])[CH2:9]2)(=[O:5])=[O:4].[NH:16]1[C:20]2[CH:21]=[CH:22][C:23]([CH:25]=O)=[CH:24][C:19]=2[N:18]=[N:17]1, predict the reaction product. The product is: [NH:16]1[C:20]2[CH:21]=[CH:22][C:23]([CH:25]=[C:9]3[C:8]4[C:12](=[CH:13][CH:14]=[C:6]([S:3]([NH:2][CH3:1])(=[O:5])=[O:4])[CH:7]=4)[NH:11][C:10]3=[O:15])=[CH:24][C:19]=2[N:18]=[N:17]1. (4) Given the reactants [Br:1][C:2]1[S:6][C:5]([C:7](=[O:14])[CH2:8][C:9]([O:11][CH2:12][CH3:13])=[O:10])=[CH:4][CH:3]=1.N1[CH2:20][CH2:19][CH2:18][CH2:17][CH2:16]1.[C:21](O)(=O)[CH3:22], predict the reaction product. The product is: [Br:1][C:2]1[S:6][C:5]([C:7]([C:8](=[CH:16][C:17]2[CH:22]=[CH:21][CH:20]=[CH:19][CH:18]=2)[C:9]([O:11][CH2:12][CH3:13])=[O:10])=[O:14])=[CH:4][CH:3]=1.